Task: Predict which catalyst facilitates the given reaction.. Dataset: Catalyst prediction with 721,799 reactions and 888 catalyst types from USPTO (1) Reactant: [OH:1][N:2]1[C:6](=[O:7])[C:5]2=[CH:8][CH:9]=[CH:10][CH:11]=[C:4]2[C:3]1=[O:12].C(N(CC)CC)C.Br[CH2:21][C:22]([O:24][C:25]([CH3:28])([CH3:27])[CH3:26])=[O:23]. Product: [O:7]=[C:6]1[C:5]2[C:4](=[CH:11][CH:10]=[CH:9][CH:8]=2)[C:3](=[O:12])[N:2]1[O:1][CH2:21][C:22]([O:24][C:25]([CH3:28])([CH3:27])[CH3:26])=[O:23]. The catalyst class is: 526. (2) Reactant: [CH3:1][S:2][C:3]1[C:8]([NH:9][C:10](=[O:18])OC2C=CC=CC=2)=[C:7]([S:19][CH3:20])[CH:6]=[C:5]([CH3:21])[N:4]=1.C(N(CC)CC)C.[CH2:29]([NH:36][CH2:37][CH2:38][N:39]1[CH2:44][CH2:43][N:42]([CH2:45][CH2:46][CH2:47][OH:48])[CH2:41][CH2:40]1)[CH2:30][CH2:31][CH2:32][CH2:33][CH2:34][CH3:35]. Product: [CH3:1][S:2][C:3]1[C:8]([NH:9][C:10](=[O:18])[N:36]([CH2:29][CH2:30][CH2:31][CH2:32][CH2:33][CH2:34][CH3:35])[CH2:37][CH2:38][N:39]2[CH2:44][CH2:43][N:42]([CH2:45][CH2:46][CH2:47][OH:48])[CH2:41][CH2:40]2)=[C:7]([S:19][CH3:20])[CH:6]=[C:5]([CH3:21])[N:4]=1. The catalyst class is: 93.